Dataset: Forward reaction prediction with 1.9M reactions from USPTO patents (1976-2016). Task: Predict the product of the given reaction. (1) Given the reactants [F:1][C:2]1[CH:3]=[C:4]([CH:8]=[CH:9][C:10]=1[OH:11])[C:5]([OH:7])=[O:6].C([O-])([O-])=O.[K+].[K+].I[CH2:19][CH2:20][CH3:21], predict the reaction product. The product is: [F:1][C:2]1[CH:3]=[C:4]([CH:8]=[CH:9][C:10]=1[O:11][CH2:19][CH2:20][CH3:21])[C:5]([OH:7])=[O:6]. (2) Given the reactants N[C:2]1[C:3]([C:8]([OH:10])=[O:9])=[N:4][CH:5]=[CH:6][N:7]=1.N([O-])=[O:12].[Na+], predict the reaction product. The product is: [OH:12][C:2]1[C:3]([C:8]([OH:10])=[O:9])=[N:4][CH:5]=[CH:6][N:7]=1. (3) Given the reactants [NH:1]1[CH:5]=[CH:4][N:3]=[C:2]1[NH:6][C:7](=O)[CH2:8][CH:9]([CH3:11])[CH3:10].C1(C)C=CC=CC=1, predict the reaction product. The product is: [NH:1]1[CH:5]=[CH:4][N:3]=[C:2]1[NH:6][CH2:7][CH2:8][CH:9]([CH3:11])[CH3:10]. (4) Given the reactants [CH3:1][C:2]1[C:3]([C:36]2[CH:41]=[CH:40][C:39]([O:42][CH2:43][C:44]3[CH:49]=[CH:48][CH:47]=[CH:46][CH:45]=3)=[CH:38][CH:37]=2)=[C:4]([O:22][C:23]2[CH:28]=[CH:27][C:26](/[CH:29]=[CH:30]/[C:31]([O:33]CC)=[O:32])=[CH:25][CH:24]=2)[C:5]2[C:10]([C:11]=1[O:12][CH3:13])=[CH:9][C:8]([O:14][CH2:15][C:16]1[CH:21]=[CH:20][CH:19]=[CH:18][CH:17]=1)=[CH:7][CH:6]=2, predict the reaction product. The product is: [CH3:1][C:2]1[C:3]([C:36]2[CH:37]=[CH:38][C:39]([O:42][CH2:43][C:44]3[CH:49]=[CH:48][CH:47]=[CH:46][CH:45]=3)=[CH:40][CH:41]=2)=[C:4]([O:22][C:23]2[CH:28]=[CH:27][C:26](/[CH:29]=[CH:30]/[C:31]([OH:33])=[O:32])=[CH:25][CH:24]=2)[C:5]2[C:10]([C:11]=1[O:12][CH3:13])=[CH:9][C:8]([O:14][CH2:15][C:16]1[CH:17]=[CH:18][CH:19]=[CH:20][CH:21]=1)=[CH:7][CH:6]=2. (5) The product is: [Cl:17][CH2:18][C:19]([C:2]1[CH:7]=[C:6]([F:8])[CH:5]=[C:4]([Cl:9])[CH:3]=1)([OH:20])[CH2:21][Cl:22]. Given the reactants Br[C:2]1[CH:7]=[C:6]([F:8])[CH:5]=[C:4]([Cl:9])[CH:3]=1.C([Li])CCCCC.[Cl:17][CH2:18][C:19]([CH2:21][Cl:22])=[O:20], predict the reaction product. (6) Given the reactants [F:1][C:2]1[CH:3]=[C:4]([N:21]2[CH2:25][C@H:24]([CH2:26][N:27]3[CH:31]=[CH:30][N:29]=[N:28]3)[O:23][C:22]2=[O:32])[CH:5]=[CH:6][C:7]=1[C:8]1[CH:9]=[N:10][C:11]([C:14]2[CH2:18][C@@H:17]([CH2:19][OH:20])[O:16][N:15]=2)=[CH:12][CH:13]=1.[C:33](O)(=[O:41])[C:34]1[CH:39]=[CH:38][CH:37]=[N+:36]([O-:40])[CH:35]=1.C(N=C=NC(C)C)(C)C, predict the reaction product. The product is: [C:33]([O:20][CH2:19][C@H:17]1[O:16][N:15]=[C:14]([C:11]2[CH:12]=[CH:13][C:8]([C:7]3[CH:6]=[CH:5][C:4]([N:21]4[CH2:25][C@H:24]([CH2:26][N:27]5[CH:31]=[CH:30][N:29]=[N:28]5)[O:23][C:22]4=[O:32])=[CH:3][C:2]=3[F:1])=[CH:9][N:10]=2)[CH2:18]1)(=[O:41])[C:34]1[CH:39]=[CH:38][CH:37]=[N+:36]([O-:40])[CH:35]=1. (7) Given the reactants [F:1][C:2]([F:13])([F:12])[C:3]1[CH:11]=[CH:10][C:6]([C:7]([NH2:9])=[O:8])=[CH:5][CH:4]=1.Cl[CH2:15][C:16](=O)[CH3:17], predict the reaction product. The product is: [CH3:17][C:16]1[N:9]=[C:7]([C:6]2[CH:10]=[CH:11][C:3]([C:2]([F:12])([F:13])[F:1])=[CH:4][CH:5]=2)[O:8][CH:15]=1. (8) Given the reactants [CH2:1]([O:3][C:4]([C:6]1[N:7]=[CH:8][S:9][C:10]=1[CH3:11])=[O:5])[CH3:2].[Br:12]N1C(=O)CCC1=O, predict the reaction product. The product is: [CH2:1]([O:3][C:4]([C:6]1[N:7]=[CH:8][S:9][C:10]=1[CH2:11][Br:12])=[O:5])[CH3:2]. (9) The product is: [Cl:1][C:2]1[C:10]([I:11])=[C:5]2[CH:6]=[CH:7][CH:8]=[CH:9][N:4]2[N:3]=1. Given the reactants [Cl:1][C:2]1[CH:10]=[C:5]2[CH:6]=[CH:7][CH:8]=[CH:9][N:4]2[N:3]=1.[I:11]N1C(=O)CCC1=O, predict the reaction product. (10) Given the reactants [CH2:1]([C:5]1[N:6]=[C:7]2[CH:23]=[CH:22][CH:21]=[CH:20][N:8]2[C:9](=[O:19])[C:10]=1[C:11]1[CH:16]=[CH:15][C:14](Cl)=[C:13]([F:18])[CH:12]=1)[CH2:2][CH2:3][CH3:4].C(C1N=C2C=CC=CN2C(=O)C=1C1C=CC(Cl)=CC=1)CCC.[NH2:46][C@@H:47]1[CH2:51][CH2:50][N:49]([C:52]([O:54][C:55]([CH3:58])([CH3:57])[CH3:56])=[O:53])[CH2:48]1.NC1CCCN(C(OC(C)(C)C)=O)C1, predict the reaction product. The product is: [CH2:1]([C:5]1[N:6]=[C:7]2[CH:23]=[CH:22][CH:21]=[CH:20][N:8]2[C:9](=[O:19])[C:10]=1[C:11]1[CH:16]=[CH:15][C:14]([NH:46][C@@H:47]2[CH2:51][CH2:50][N:49]([C:52]([O:54][C:55]([CH3:58])([CH3:57])[CH3:56])=[O:53])[CH2:48]2)=[C:13]([F:18])[CH:12]=1)[CH2:2][CH2:3][CH3:4].